This data is from Reaction yield outcomes from USPTO patents with 853,638 reactions. The task is: Predict the reaction yield, written as a fraction of the theoretical maximum amount of product (1.0 means a 100% yield; for example, 0.34 means a 34% yield). (1) The product is [NH2:1][C:2]1[N:7]=[C:6]([NH2:8])[C:5]([O:9][C:10]2[C:11]([CH:21]([CH3:23])[CH3:22])=[CH:12][C:13]([O:19][CH3:20])=[C:14]([CH:16]([OH:18])[CH3:17])[CH:15]=2)=[CH:4][N:3]=1. The reactants are [NH2:1][C:2]1[N:7]=[C:6]([NH2:8])[C:5]([O:9][C:10]2[C:11]([CH:21]([CH3:23])[CH3:22])=[CH:12][C:13]([O:19][CH3:20])=[C:14]([C:16](=[O:18])[CH3:17])[CH:15]=2)=[CH:4][N:3]=1.[BH4-].[Na+].[NH4+].[Cl-]. The yield is 0.600. The catalyst is CO. (2) The yield is 1.00. The reactants are [CH3:1][C:2]1[C:13]([O:14][CH:15]([CH3:17])[CH3:16])=[CH:12][CH:11]=[CH:10][C:3]=1[C:4]([O:6]C(C)C)=[O:5].[OH-].[Na+]. The product is [CH3:1][C:2]1[C:13]([O:14][CH:15]([CH3:17])[CH3:16])=[CH:12][CH:11]=[CH:10][C:3]=1[C:4]([OH:6])=[O:5]. The catalyst is C1COCC1.